Dataset: Catalyst prediction with 721,799 reactions and 888 catalyst types from USPTO. Task: Predict which catalyst facilitates the given reaction. (1) Reactant: [Br:1][C:2]1[CH:3]=[CH:4][C:5]2[N:9]=[C:8]([CH3:10])[NH:7][C:6]=2[CH:11]=1.[H-].[Na+].Cl[CH2:15][O:16][CH2:17][CH2:18][Si:19]([CH3:22])([CH3:21])[CH3:20].O. Product: [Br:1][C:2]1[CH:3]=[CH:4][C:5]2[N:9]=[C:8]([CH3:10])[N:7]([CH2:15][O:16][CH2:17][CH2:18][Si:19]([CH3:22])([CH3:21])[CH3:20])[C:6]=2[CH:11]=1. The catalyst class is: 9. (2) Reactant: Cl.[CH3:2][O:3][C:4](=[O:12])[C@H:5]([CH2:7][C:8]([O:10][CH3:11])=[O:9])[NH2:6].Cl[C:14]([O:16][C:17]1[CH:22]=[CH:21][CH:20]=[CH:19][CH:18]=1)=[O:15].C(N(CC)C(C)C)(C)C. Product: [CH3:2][O:3][C:4](=[O:12])[C@H:5]([CH2:7][C:8]([O:10][CH3:11])=[O:9])[NH:6][C:14]([O:16][C:17]1[CH:22]=[CH:21][CH:20]=[CH:19][CH:18]=1)=[O:15]. The catalyst class is: 4. (3) Reactant: C(O[C:6](=[O:12])[O:7][C:8]([CH3:11])([CH3:10])[CH3:9])(C)(C)C.[NH2:13][CH2:14][CH2:15][O:16][CH2:17][CH2:18][OH:19]. Product: [C:6]([CH:14]([NH2:13])[CH2:15][O:16][CH2:17][CH2:18][OH:19])([O:7][C:8]([CH3:9])([CH3:10])[CH3:11])=[O:12]. The catalyst class is: 22. (4) Reactant: [CH3:1][C:2]([CH3:9])([CH2:5][CH2:6][CH:7]=[CH2:8])[CH2:3][OH:4].Cl[C:11](Cl)([O:13]C(=O)OC(Cl)(Cl)Cl)Cl.CCN(C(C)C)C(C)C.[OH-].[Na+].[NH2:33][C@H:34]([C:39]([OH:41])=[O:40])[C:35]([CH3:38])([CH3:37])[CH3:36]. Product: [CH3:1][C:2]([CH3:9])([CH2:5][CH2:6][CH:7]=[CH2:8])[CH2:3][O:4][C:11]([NH:33][C@H:34]([C:39]([OH:41])=[O:40])[C:35]([CH3:38])([CH3:37])[CH3:36])=[O:13]. The catalyst class is: 12. (5) Product: [OH:1][NH:4][C:7]([C:9]1[CH:10]=[C:11]2[C:15](=[CH:16][CH:17]=1)[N:14]([CH3:18])[CH:13]=[C:12]2[CH2:19][C:20]1[CH:25]=[CH:24][C:23]([F:26])=[CH:22][CH:21]=1)=[O:6]. Reactant: [OH-:1].[Na+].O[NH2:4].C[O:6][C:7]([C:9]1[CH:10]=[C:11]2[C:15](=[CH:16][CH:17]=1)[N:14]([CH3:18])[CH:13]=[C:12]2[CH2:19][C:20]1[CH:25]=[CH:24][C:23]([F:26])=[CH:22][CH:21]=1)=O. The catalyst class is: 87. (6) Reactant: [CH3:1][O:2][C:3]([C:5]1([NH2:11])[CH2:10][CH2:9][CH2:8][CH2:7][CH2:6]1)=[O:4].[C:12]([O:16][C:17](O[C:17]([O:16][C:12]([CH3:15])([CH3:14])[CH3:13])=[O:18])=[O:18])([CH3:15])([CH3:14])[CH3:13]. Product: [CH3:1][O:2][C:3]([C:5]1([NH:11][C:17]([O:16][C:12]([CH3:15])([CH3:14])[CH3:13])=[O:18])[CH2:6][CH2:7][CH2:8][CH2:9][CH2:10]1)=[O:4]. The catalyst class is: 2. (7) The catalyst class is: 1. Reactant: [Li+].CC([N-]C(C)C)C.[F:9][C:10]1[N:22]=[CH:21][CH:20]=[C:19]([F:23])[C:11]=1[C:12]([O:14][C:15]([CH3:18])([CH3:17])[CH3:16])=[O:13].[Cl:24]C(Cl)(Cl)C(Cl)(Cl)Cl. Product: [Cl:24][C:20]1[CH:21]=[N:22][C:10]([F:9])=[C:11]([C:19]=1[F:23])[C:12]([O:14][C:15]([CH3:18])([CH3:17])[CH3:16])=[O:13]. (8) Reactant: [C:1]([C:3]1[CH2:7][CH2:6][CH2:5][C:4]=1[NH:8][C:9]([NH:11]C(=O)C1C=CC=CC=1)=[O:10])#[N:2].[OH-].[Na+]. Product: [NH2:2][C:1]1[C:3]2[CH2:7][CH2:6][CH2:5][C:4]=2[NH:8][C:9](=[O:10])[N:11]=1. The catalyst class is: 14. (9) Reactant: C(O[CH:4](OCC)[CH2:5][S:6][C:7]1[CH:12]=[CH:11][CH:10]=[C:9]([F:13])[CH:8]=1)C. Product: [F:13][C:9]1[CH:10]=[CH:11][C:12]2[CH:4]=[CH:5][S:6][C:7]=2[CH:8]=1. The catalyst class is: 159. (10) Reactant: [OH:1][C:2]1[CH:7]=[CH:6][C:5]([C:8]2[C:12]([C:13]3[CH:18]=[CH:17][CH:16]=[CH:15][CH:14]=3)=[C:11]([C:19]3([C:22]([OH:24])=[O:23])[CH2:21][CH2:20]3)[O:10][N:9]=2)=[CH:4][CH:3]=1.S(Cl)(Cl)=O.[CH3:29][O:30][CH2:31][CH2:32]O. Product: [CH3:29][O:30][CH2:31][CH2:32][O:23][C:22]([C:19]1([C:11]2[O:10][N:9]=[C:8]([C:5]3[CH:4]=[CH:3][C:2]([OH:1])=[CH:7][CH:6]=3)[C:12]=2[C:13]2[CH:18]=[CH:17][CH:16]=[CH:15][CH:14]=2)[CH2:21][CH2:20]1)=[O:24]. The catalyst class is: 13.